Dataset: Forward reaction prediction with 1.9M reactions from USPTO patents (1976-2016). Task: Predict the product of the given reaction. (1) The product is: [CH3:57][O:58][C:59](=[O:60])[NH:61][C@H:62]([C:66]1[CH:71]=[CH:70][CH:69]=[CH:68][CH:67]=1)[C:63]([N:45]1[CH2:46][CH2:47][CH2:48][C@H:44]1[C:42]1[NH:43][C:39]([C:34]2[CH:35]=[C:36]3[CH2:37][O:38][C:25]4[CH:24]=[C:23]5[C:28]([CH:29]=[CH:30][C:20]6[N:19]=[C:18]([C@@H:13]7[CH2:14][C@H:15]([CH3:17])[CH2:16][N:12]7[C:10](=[O:11])[C@@H:6]([NH:5][C:3]([O:2][CH3:1])=[O:4])[CH:7]([CH3:9])[CH3:8])[NH:22][C:21]=65)=[CH:27][C:26]=4[C:31]3=[CH:32][CH:33]=2)=[CH:40][N:41]=1)=[O:65]. Given the reactants [CH3:1][O:2][C:3]([NH:5][C@H:6]([C:10]([N:12]1[CH2:16][C@@H:15]([CH3:17])[CH2:14][C@H:13]1[C:18]1[NH:22][C:21]2[C:23]3[C:28]([CH:29]=[CH:30][C:20]=2[N:19]=1)=[CH:27][C:26]1[C:31]2[C:36]([CH2:37][O:38][C:25]=1[CH:24]=3)=[CH:35][C:34]([C:39]1[NH:43][C:42]([C@@H:44]3[CH2:48][CH2:47][CH2:46][N:45]3C(OC(C)(C)C)=O)=[N:41][CH:40]=1)=[CH:33][CH:32]=2)=[O:11])[CH:7]([CH3:9])[CH3:8])=[O:4].Cl.[CH3:57][O:58][C:59]([NH:61][C@H:62]([C:66]1[CH:71]=[CH:70][CH:69]=[CH:68][CH:67]=1)[C:63]([OH:65])=O)=[O:60].CCOC(C(C#N)=NOC(N1CCOCC1)=[N+](C)C)=O.F[P-](F)(F)(F)(F)F.CCN(C(C)C)C(C)C, predict the reaction product. (2) Given the reactants Cl.[NH2:2][CH2:3][CH:4]([C:7]1[C:16]2[C:11](=[CH:12][CH:13]=[C:14]([O:17][CH3:18])[CH:15]=2)[CH:10]=[CH:9][CH:8]=1)[CH2:5][OH:6].C(=O)([O-])[O-].[K+].[K+].[F:25][CH2:26][C:27](Cl)=[O:28], predict the reaction product. The product is: [F:25][CH2:26][C:27]([NH:2][CH2:3][CH:4]([C:7]1[C:16]2[C:11](=[CH:12][CH:13]=[C:14]([O:17][CH3:18])[CH:15]=2)[CH:10]=[CH:9][CH:8]=1)[CH2:5][OH:6])=[O:28]. (3) The product is: [CH3:20][C:21]1[CH:28]=[CH:27][CH:26]=[C:25]([CH3:29])[C:22]=1[CH2:23][O:13][C:3]1[CH:4]=[C:5]([CH:11]=[CH:12][C:2]=1[F:1])[C:6]([O:8][CH2:9][CH3:10])=[O:7]. Given the reactants [F:1][C:2]1[CH:12]=[CH:11][C:5]([C:6]([O:8][CH2:9][CH3:10])=[O:7])=[CH:4][C:3]=1[OH:13].C([O-])([O-])=O.[K+].[K+].[CH3:20][C:21]1[CH:28]=[CH:27][CH:26]=[C:25]([CH3:29])[C:22]=1[CH2:23]Cl, predict the reaction product.